Dataset: Peptide-MHC class I binding affinity with 185,985 pairs from IEDB/IMGT. Task: Regression. Given a peptide amino acid sequence and an MHC pseudo amino acid sequence, predict their binding affinity value. This is MHC class I binding data. (1) The peptide sequence is GARVIWMDA. The MHC is HLA-A02:03 with pseudo-sequence HLA-A02:03. The binding affinity (normalized) is 0.156. (2) The peptide sequence is RAFTEEGAI. The MHC is HLA-A02:03 with pseudo-sequence HLA-A02:03. The binding affinity (normalized) is 0. (3) The peptide sequence is QLMAEKLQL. The MHC is HLA-A02:02 with pseudo-sequence HLA-A02:02. The binding affinity (normalized) is 0.809. (4) The peptide sequence is AENLWVTVY. The MHC is HLA-B40:02 with pseudo-sequence HLA-B40:02. The binding affinity (normalized) is 0.201. (5) The peptide sequence is TFTYASALW. The MHC is HLA-A29:02 with pseudo-sequence HLA-A29:02. The binding affinity (normalized) is 0.113. (6) The peptide sequence is GPRGRHVVL. The MHC is HLA-B58:01 with pseudo-sequence HLA-B58:01. The binding affinity (normalized) is 0.0847. (7) The peptide sequence is NFKHLREFVF. The MHC is HLA-A29:02 with pseudo-sequence HLA-A29:02. The binding affinity (normalized) is 0.741. (8) The peptide sequence is YMFESKSMK. The MHC is HLA-B18:01 with pseudo-sequence HLA-B18:01. The binding affinity (normalized) is 0.0847. (9) The binding affinity (normalized) is 0.0847. The MHC is HLA-A26:01 with pseudo-sequence HLA-A26:01. The peptide sequence is VPPFPRTAF.